This data is from Catalyst prediction with 721,799 reactions and 888 catalyst types from USPTO. The task is: Predict which catalyst facilitates the given reaction. (1) Reactant: [NH2:1][C@H:2]([CH2:7][OH:8])[C:3]([CH3:6])([CH3:5])[CH3:4].[CH2:9]([C@@:12]1([CH3:33])[CH2:17][C@H:16]([C:18]2[CH:23]=[CH:22][CH:21]=[C:20]([Cl:24])[CH:19]=2)[C@H:15]([C:25]2[CH:30]=[CH:29][C:28]([Cl:31])=[CH:27][CH:26]=2)[O:14][C:13]1=[O:32])[CH:10]=[CH2:11]. Product: [Cl:24][C:20]1[CH:19]=[C:18]([C@H:16]([C@H:15]([C:25]2[CH:26]=[CH:27][C:28]([Cl:31])=[CH:29][CH:30]=2)[OH:14])[CH2:17][C@:12]([CH3:33])([CH2:9][CH:10]=[CH2:11])[C:13]([NH:1][C@@H:2]([C:3]([CH3:6])([CH3:5])[CH3:4])[CH2:7][OH:8])=[O:32])[CH:23]=[CH:22][CH:21]=1. The catalyst class is: 13. (2) Reactant: CS[C:3]1[N:8]=[C:7]([N:9]2[CH2:14][CH2:13][CH:12]([C:15]3[CH:20]=[CH:19][CH:18]=[CH:17][CH:16]=3)[CH2:11][CH2:10]2)[C:6]([C:21]#[N:22])=[C:5]([O:23][CH2:24][C:25]([F:28])([F:27])[F:26])[N:4]=1.ClC1C=CC=C(C(OO)=O)C=1.CS(C1N=C(N2CCC(C3C=CC=CC=3)CC2)C(C#N)=C(OCC(F)(F)F)N=1)(=O)=O.[CH2:70]([CH2:72][NH2:73])[OH:71]. Product: [OH:71][CH2:70][CH2:72][NH:73][C:3]1[N:8]=[C:7]([N:9]2[CH2:14][CH2:13][CH:12]([C:15]3[CH:16]=[CH:17][CH:18]=[CH:19][CH:20]=3)[CH2:11][CH2:10]2)[C:6]([C:21]#[N:22])=[C:5]([O:23][CH2:24][C:25]([F:28])([F:27])[F:26])[N:4]=1. The catalyst class is: 12. (3) Reactant: [F:1][C:2]([F:19])([F:18])[O:3][CH2:4][CH2:5][O:6][CH2:7][CH2:8][O:9][CH2:10][CH2:11][O:12][C@H:13]1[CH2:17][CH2:16][NH:15][CH2:14]1.[CH2:20]([O:27][C:28]([NH:30][C@@H:31]([C:35]1[CH:40]=[CH:39][CH:38]=[CH:37][CH:36]=1)[C:32](O)=[O:33])=[O:29])[C:21]1[CH:26]=[CH:25][CH:24]=[CH:23][CH:22]=1.C(N(C(C)C)CC)(C)C.F[B-](F)(F)F.N1(OC(N(C)C)=[N+](C)C)C2C=CC=CC=2N=N1. Product: [O:33]=[C:32]([N:15]1[CH2:16][CH2:17][C@H:13]([O:12][CH2:11][CH2:10][O:9][CH2:8][CH2:7][O:6][CH2:5][CH2:4][O:3][C:2]([F:18])([F:1])[F:19])[CH2:14]1)[C@@H:31]([NH:30][C:28](=[O:29])[O:27][CH2:20][C:21]1[CH:22]=[CH:23][CH:24]=[CH:25][CH:26]=1)[C:35]1[CH:40]=[CH:39][CH:38]=[CH:37][CH:36]=1. The catalyst class is: 10. (4) The catalyst class is: 10. Reactant: C1(O[C:8](=[O:21])[NH:9][C:10]2[S:11][C:12]3[N:13]=[CH:14][N:15]=[C:16]([O:19][CH3:20])[C:17]=3[N:18]=2)C=CC=CC=1.[C:22]([O:26][C:27](=[O:34])[NH:28][C@@H:29]1[CH2:33][CH2:32][NH:31][CH2:30]1)([CH3:25])([CH3:24])[CH3:23]. Product: [C:22]([O:26][C:27](=[O:34])[NH:28][C@@H:29]1[CH2:33][CH2:32][N:31]([C:8](=[O:21])[NH:9][C:10]2[S:11][C:12]3[N:13]=[CH:14][N:15]=[C:16]([O:19][CH3:20])[C:17]=3[N:18]=2)[CH2:30]1)([CH3:25])([CH3:23])[CH3:24]. (5) The catalyst class is: 8. Reactant: Cl[C:2]1[N:7]=[C:6]([CH:8]=O)[CH:5]=[C:4]([O:10][CH3:11])[N:3]=1.[S:12]1[CH2:16][C:15](=[O:17])[NH:14][C:13]1=[O:18].[C:19]1([CH3:31])[CH:24]=[CH:23][C:22]([N:25]2[CH2:30][CH2:29][NH:28][CH2:27][CH2:26]2)=[CH:21][CH:20]=1. Product: [CH3:11][O:10][C:4]1[N:3]=[C:2]([N:28]2[CH2:29][CH2:30][N:25]([C:22]3[CH:23]=[CH:24][C:19]([CH3:31])=[CH:20][CH:21]=3)[CH2:26][CH2:27]2)[N:7]=[C:6](/[CH:8]=[C:16]2/[C:15](=[O:17])[NH:14][C:13](=[O:18])[S:12]/2)[CH:5]=1. (6) Reactant: [NH2:1][C:2]1[S:3][CH:4]([C:19]2[CH:24]=[CH:23][CH:22]=[CH:21][CH:20]=2)[C:5]([C:8]2[CH:9]=[CH:10][C:11]3[O:16][CH2:15][C:14](=[O:17])[NH:13][C:12]=3[CH:18]=2)=[CH:6][N:7]=1.Br[CH2:26][C:27](=O)[C:28]([O:30][CH2:31][CH3:32])=[O:29].O.C(OCC)(=O)C. Product: [O:17]=[C:14]1[NH:13][C:12]2[CH:18]=[C:8]([C:5]3[CH:4]([C:19]4[CH:20]=[CH:21][CH:22]=[CH:23][CH:24]=4)[S:3][C:2]4=[N:1][C:27]([C:28]([O:30][CH2:31][CH3:32])=[O:29])=[CH:26][N:7]4[CH:6]=3)[CH:9]=[CH:10][C:11]=2[O:16][CH2:15]1. The catalyst class is: 8.